From a dataset of Forward reaction prediction with 1.9M reactions from USPTO patents (1976-2016). Predict the product of the given reaction. Given the reactants C(O[C:4]([C:6]1[N:11]=[C:10]([C:12]#[N:13])[C:9]2[N:14]=[C:15]([C:17]3[CH:22]=[CH:21][C:20]([F:23])=[CH:19][CH:18]=3)[S:16][C:8]=2[C:7]=1[OH:24])=[O:5])C.[NH2:25][CH2:26][C:27]([OH:29])=[O:28], predict the reaction product. The product is: [C:12]([C:10]1[C:9]2[N:14]=[C:15]([C:17]3[CH:18]=[CH:19][C:20]([F:23])=[CH:21][CH:22]=3)[S:16][C:8]=2[C:7]([OH:24])=[C:6]([C:4]([NH:25][CH2:26][C:27]([OH:29])=[O:28])=[O:5])[N:11]=1)#[N:13].